This data is from Full USPTO retrosynthesis dataset with 1.9M reactions from patents (1976-2016). The task is: Predict the reactants needed to synthesize the given product. (1) The reactants are: [NH2:1][CH2:2][CH2:3][CH2:4][CH2:5][NH:6][C:7](=[O:13])[O:8][C:9]([CH3:12])([CH3:11])[CH3:10].[CH2:14]([O:21][C:22]1[CH:31]=[C:30]2[C:25]([C:26](Cl)=[C:27]([N+:32]([O-:34])=[O:33])[CH:28]=[N:29]2)=[CH:24][CH:23]=1)[C:15]1[CH:20]=[CH:19][CH:18]=[CH:17][CH:16]=1.C(N(CC)CC)C. Given the product [CH2:14]([O:21][C:22]1[CH:31]=[C:30]2[C:25]([C:26]([NH:1][CH2:2][CH2:3][CH2:4][CH2:5][NH:6][C:7](=[O:13])[O:8][C:9]([CH3:10])([CH3:12])[CH3:11])=[C:27]([N+:32]([O-:34])=[O:33])[CH:28]=[N:29]2)=[CH:24][CH:23]=1)[C:15]1[CH:16]=[CH:17][CH:18]=[CH:19][CH:20]=1, predict the reactants needed to synthesize it. (2) The reactants are: [NH2:1][CH:2]([CH2:19][O:20][CH2:21][C:22]1[CH:27]=[CH:26][CH:25]=[CH:24][CH:23]=1)[C:3]([NH:5][C:6]1[CH:11]=[CH:10][C:9]([O:12][C:13]2[CH:18]=[CH:17][CH:16]=[CH:15][CH:14]=2)=[CH:8][CH:7]=1)=[O:4].Cl.[NH:29]1[CH:33]=[C:32]([CH2:34][C:35](O)=[O:36])[N:31]=[CH:30]1.CN(C(ON1N=NC2C=CC=NC1=2)=[N+](C)C)C.F[P-](F)(F)(F)(F)F.CCN(C(C)C)C(C)C. Given the product [NH:31]1[C:32]([CH2:34][C:35]([NH:1][CH:2]([CH2:19][O:20][CH2:21][C:22]2[CH:27]=[CH:26][CH:25]=[CH:24][CH:23]=2)[C:3]([NH:5][C:6]2[CH:7]=[CH:8][C:9]([O:12][C:13]3[CH:18]=[CH:17][CH:16]=[CH:15][CH:14]=3)=[CH:10][CH:11]=2)=[O:4])=[O:36])=[CH:33][N:29]=[CH:30]1, predict the reactants needed to synthesize it.